From a dataset of Catalyst prediction with 721,799 reactions and 888 catalyst types from USPTO. Predict which catalyst facilitates the given reaction. (1) Reactant: C([O:4][CH2:5][C:6]([CH3:53])([CH3:52])[CH2:7][N:8]1[C:14]2[CH:15]=[CH:16][C:17]([Cl:19])=[CH:18][C:13]=2[C@@H:12]([C:20]2[CH:25]=[CH:24][CH:23]=[C:22]([O:26][CH3:27])[C:21]=2[O:28][CH3:29])[O:11][C@H:10]([CH2:30][C:31]([NH:33][C:34]2[S:35][C:36]([CH2:45][CH2:46][C:47]([O:49]C)=[O:48])=[C:37]([C:39]3[CH:44]=[CH:43][CH:42]=[CH:41][CH:40]=3)[N:38]=2)=[O:32])[C:9]1=[O:51])(=O)C.[OH-].[Na+].Cl. Product: [Cl:19][C:17]1[CH:16]=[CH:15][C:14]2[N:8]([CH2:7][C:6]([CH3:52])([CH3:53])[CH2:5][OH:4])[C:9](=[O:51])[C@@H:10]([CH2:30][C:31]([NH:33][C:34]3[S:35][C:36]([CH2:45][CH2:46][C:47]([OH:49])=[O:48])=[C:37]([C:39]4[CH:44]=[CH:43][CH:42]=[CH:41][CH:40]=4)[N:38]=3)=[O:32])[O:11][C@H:12]([C:20]3[CH:25]=[CH:24][CH:23]=[C:22]([O:26][CH3:27])[C:21]=3[O:28][CH3:29])[C:13]=2[CH:18]=1. The catalyst class is: 199. (2) Reactant: C([O:7][C@H:8]([CH3:41])[C:9]([N:11]1[CH2:16][CH2:15][CH:14]([CH2:17][CH2:18][N:19]2[C:27]([S:28][C:29]3[C:38]([Br:39])=[CH:37][C:32]4[O:33][CH2:34][CH2:35][O:36][C:31]=4[CH:30]=3)=[N:26][C:25]3[C:20]2=[N:21][CH:22]=[N:23][C:24]=3[NH2:40])[CH2:13][CH2:12]1)=[O:10])(=O)C(C)(C)C.[OH-].C([N+](CCCC)(CCCC)CCCC)CCC. Product: [NH2:40][C:24]1[N:23]=[CH:22][N:21]=[C:20]2[C:25]=1[N:26]=[C:27]([S:28][C:29]1[C:38]([Br:39])=[CH:37][C:32]3[O:33][CH2:34][CH2:35][O:36][C:31]=3[CH:30]=1)[N:19]2[CH2:18][CH2:17][CH:14]1[CH2:13][CH2:12][N:11]([C:9](=[O:10])[C@H:8]([OH:7])[CH3:41])[CH2:16][CH2:15]1. The catalyst class is: 36. (3) Reactant: [Br:1][C:2]1[CH:8]=[C:7]([CH3:9])[C:5]([NH2:6])=[C:4]([CH3:10])[CH:3]=1.[CH:11]([CH:13]=O)=O.[F:15][C:16]1[CH:23]=[CH:22][C:19]([CH:20]=O)=[CH:18][CH:17]=1.[Cl-].[NH4+:25].P(=O)(O)(O)O. Product: [Br:1][C:2]1[CH:8]=[C:7]([CH3:9])[C:5]([N:6]2[CH:13]=[CH:11][N:25]=[C:20]2[C:19]2[CH:22]=[CH:23][C:16]([F:15])=[CH:17][CH:18]=2)=[C:4]([CH3:10])[CH:3]=1. The catalyst class is: 5. (4) Reactant: CO[C:3](=[O:17])[C:4]1[CH:9]=[CH:8][C:7]([O:10][CH:11]2[CH2:16][CH2:15][CH2:14][CH2:13][O:12]2)=[CH:6][CH:5]=1.[H-].[Na+].[CH3:20][C:21]#[N:22]. Product: [O:17]=[C:3]([C:4]1[CH:5]=[CH:6][C:7]([O:10][CH:11]2[CH2:16][CH2:15][CH2:14][CH2:13][O:12]2)=[CH:8][CH:9]=1)[CH2:20][C:21]#[N:22]. The catalyst class is: 11. (5) Reactant: [NH2:1][C:2]1[CH:3]=[C:4]([CH:20]=[CH:21][CH:22]=1)[O:5][C:6]1[CH:7]=[CH:8][C:9]([NH:12][C:13]([N:15]2[CH2:19][CH2:18][CH2:17][CH2:16]2)=[O:14])=[N:10][CH:11]=1.O=C(Cl)[O:25][C:26](Cl)(Cl)Cl.[C:31]1([N:37]2[CH2:41][CH2:40][NH:39][C:38]2=[S:42])[CH:36]=[CH:35][CH:34]=[CH:33][CH:32]=1.[H-].[Na+]. Product: [C:31]1([N:37]2[CH2:41][CH2:40][N:39]([C:26]([NH:1][C:2]3[CH:22]=[CH:21][CH:20]=[C:4]([O:5][C:6]4[CH:11]=[N:10][C:9]([NH:12][C:13]([N:15]5[CH2:16][CH2:17][CH2:18][CH2:19]5)=[O:14])=[CH:8][CH:7]=4)[CH:3]=3)=[O:25])[C:38]2=[S:42])[CH:32]=[CH:33][CH:34]=[CH:35][CH:36]=1. The catalyst class is: 1. (6) Reactant: [NH2:1][C:2]1[CH:10]=[C:9]([O:11][CH3:12])[C:8]([O:13][CH3:14])=[CH:7][C:3]=1[C:4](O)=[O:5].[CH:15]([NH2:17])=O. Product: [CH3:14][O:13][C:8]1[CH:7]=[C:3]2[C:2](=[CH:10][C:9]=1[O:11][CH3:12])[N:1]=[CH:15][NH:17][C:4]2=[O:5]. The catalyst class is: 6. (7) Reactant: [OH-:1].[Na+].Br[CH:4]([CH3:23])[C:5]([C:7]1[CH:12]=[CH:11][C:10]([C@H:13]2[CH2:18][CH2:17][C@H:16]([C:19]([O:21][CH3:22])=[O:20])[CH2:15][CH2:14]2)=[CH:9][CH:8]=1)=[O:6]. Product: [C:5]([C:7]1[CH:12]=[CH:11][C:10]([C@H:13]2[CH2:18][CH2:17][C@H:16]([C:19]([O:21][CH3:22])=[O:20])[CH2:15][CH2:14]2)=[CH:9][CH:8]=1)(=[O:6])[CH:4]([CH3:23])[OH:1]. The catalyst class is: 136. (8) Reactant: [Cl:1][C:2]1[CH:27]=[C:26]([Cl:28])[CH:25]=[CH:24][C:3]=1[O:4][C:5]1[CH:10]=[CH:9][CH:8]=[CH:7][C:6]=1[NH:11][S:12]([C:15]1[CH:23]=[CH:22][C:18]([C:19]([OH:21])=O)=[CH:17][CH:16]=1)(=[O:14])=[O:13].C(N(CC)CC)C.CN(C(ON1N=NC2C=CC=CC1=2)=[N+](C)C)C.F[P-](F)(F)(F)(F)F.Cl.[CH2:61]([O:63][C:64](=[O:67])[CH2:65][NH2:66])[CH3:62]. Product: [CH2:61]([O:63][C:64](=[O:67])[CH2:65][NH:66][C:19](=[O:21])[C:18]1[CH:17]=[CH:16][C:15]([S:12](=[O:13])(=[O:14])[NH:11][C:6]2[CH:7]=[CH:8][CH:9]=[CH:10][C:5]=2[O:4][C:3]2[CH:24]=[CH:25][C:26]([Cl:28])=[CH:27][C:2]=2[Cl:1])=[CH:23][CH:22]=1)[CH3:62]. The catalyst class is: 9.